From a dataset of Full USPTO retrosynthesis dataset with 1.9M reactions from patents (1976-2016). Predict the reactants needed to synthesize the given product. Given the product [CH2:15]([CH:10]([CH2:11][CH2:12][CH2:13][CH3:14])[CH2:9][C:8]1[CH:7]=[CH:6][S:5][C:4]=1[CH:20]=[O:21])[CH3:16], predict the reactants needed to synthesize it. The reactants are: II.Br[C:4]1[S:5][CH:6]=[CH:7][C:8]=1[CH2:9][CH:10]([CH2:15][CH3:16])[CH2:11][CH2:12][CH2:13][CH3:14].CN([CH:20]=[O:21])C.